Dataset: Full USPTO retrosynthesis dataset with 1.9M reactions from patents (1976-2016). Task: Predict the reactants needed to synthesize the given product. (1) Given the product [Br:9][C:10]1[N:11]=[C:12]([C:17]2[N:5]=[N:6][N:7]([CH:1]([CH3:3])[CH3:2])[CH:18]=2)[C:13]([NH2:16])=[N:14][CH:15]=1, predict the reactants needed to synthesize it. The reactants are: [CH:1](Br)([CH3:3])[CH3:2].[N-:5]=[N+:6]=[N-:7].[Na+].[Br:9][C:10]1[N:11]=[C:12]([C:17]#[CH:18])[C:13]([NH2:16])=[N:14][CH:15]=1. (2) Given the product [CH3:15][O:16][C:17](=[O:23])[C@@H:18]([NH:19][C:11](=[O:13])[CH2:10][NH:9][C:4]1[CH:5]=[CH:6][C:7]([Cl:8])=[C:2]([Cl:1])[CH:3]=1)[CH2:20][CH2:21][CH3:22], predict the reactants needed to synthesize it. The reactants are: [Cl:1][C:2]1[CH:3]=[C:4]([NH:9][CH2:10][C:11]([OH:13])=O)[CH:5]=[CH:6][C:7]=1[Cl:8].Cl.[CH3:15][O:16][C:17](=[O:23])[C@H:18]([CH2:20][CH2:21][CH3:22])[NH2:19]. (3) The reactants are: [Cl:1][C:2]1[CH:3]=[C:4]([NH2:19])[CH:5]=[N:6][C:7]=1[O:8][C:9]1[N:10]=[CH:11][C:12]2[C:17]([CH:18]=1)=[CH:16][CH:15]=[CH:14][CH:13]=2.[F:20][C:21]1[CH:26]=[C:25]([F:27])[CH:24]=[CH:23][C:22]=1[S:28](Cl)(=[O:30])=[O:29]. Given the product [Cl:1][C:2]1[CH:3]=[C:4]([NH:19][S:28]([C:22]2[CH:23]=[CH:24][C:25]([F:27])=[CH:26][C:21]=2[F:20])(=[O:30])=[O:29])[CH:5]=[N:6][C:7]=1[O:8][C:9]1[N:10]=[CH:11][C:12]2[C:17]([CH:18]=1)=[CH:16][CH:15]=[CH:14][CH:13]=2, predict the reactants needed to synthesize it.